This data is from Retrosynthesis with 50K atom-mapped reactions and 10 reaction types from USPTO. The task is: Predict the reactants needed to synthesize the given product. (1) Given the product CN(C)c1nc(-c2ccc(F)cc2)c(-c2ccc(S(C)(=O)=O)cc2)cc1C#N, predict the reactants needed to synthesize it. The reactants are: CNC.CS(=O)(=O)c1ccc(-c2cc(C#N)c(Cl)nc2-c2ccc(F)cc2)cc1. (2) Given the product CCCCCCCCCCCCNC(=O)c1ccc(CN(CC2CCN(S(=O)(=O)c3ccc(OC)cc3)CC2)C(=O)C(=O)OCC)cc1, predict the reactants needed to synthesize it. The reactants are: CCCCCCCCCCCCNC(=O)c1ccc(CN(CC2CCNCC2)C(=O)C(=O)OCC)cc1.COc1ccc(S(=O)(=O)Cl)cc1. (3) Given the product COc1ccc2c(c1)CCNC2C1CCCCC1, predict the reactants needed to synthesize it. The reactants are: COc1ccc2c(c1)CCN=C2C1CCCCC1. (4) Given the product Cc1ccc(C(=O)NCC2CC2)cc1B1OC(C)(C)C(C)(C)O1, predict the reactants needed to synthesize it. The reactants are: Cc1ccc(C(=O)O)cc1B1OC(C)(C)C(C)(C)O1.NCC1CC1. (5) Given the product CCOc1ccccc1-c1cc(N)ncn1, predict the reactants needed to synthesize it. The reactants are: CCOc1ccccc1B(O)O.Nc1cc(Cl)ncn1. (6) The reactants are: CCOC(=O)c1cn(-c2ccc(-c3cccc(S(C)(=O)=O)c3)cc2Cl)c(-c2ccccc2Cl)n1. Given the product CS(=O)(=O)c1cccc(-c2ccc(-n3cc(CO)nc3-c3ccccc3Cl)c(Cl)c2)c1, predict the reactants needed to synthesize it.